Predict the reaction yield, written as a fraction of the theoretical maximum amount of product (1.0 means a 100% yield; for example, 0.34 means a 34% yield). From a dataset of Reaction yield outcomes from USPTO patents with 853,638 reactions. (1) The reactants are CS(C)=O.C(Cl)(=O)C(Cl)=O.[CH2:11]1[C:15]2([CH2:20][CH2:19][CH2:18][CH:17]([OH:21])[CH2:16]2)[CH2:14][CH2:13][CH2:12]1.[Cl-].[NH4+]. The catalyst is C(N(CC)CC)C.C(Cl)Cl. The product is [CH2:11]1[C:15]2([CH2:20][CH2:19][CH2:18][C:17](=[O:21])[CH2:16]2)[CH2:14][CH2:13][CH2:12]1. The yield is 0.960. (2) The reactants are [O:1]=[C:2]1[C:10]2[C:5](=[CH:6][CH:7]=[CH:8][CH:9]=2)[C:4](=[S:11])[N:3]1[CH:12]([CH2:17][CH2:18][C:19]([O:21]C)=O)[C:13](OC)=[O:14].FC(F)(F)C([NH2:27])=O.ON1C2C=CC=CC=2N=N1.Cl.CN(C)CCCN=C=NCC.C(N(CC)CC)C. The product is [S:11]=[C:4]1[C:5]2[C:10](=[CH:9][CH:8]=[CH:7][CH:6]=2)[C:2](=[O:1])[N:3]1[CH:12]1[CH2:17][CH2:18][C:19](=[O:21])[NH:27][C:13]1=[O:14]. The yield is 0.630. The catalyst is C(Cl)Cl.O. (3) The reactants are Cl[C:2]1[C:3]2[C:10]3[CH2:11][CH2:12][CH2:13][CH2:14][C:9]=3[S:8][C:4]=2[N:5]=[CH:6][N:7]=1. The catalyst is C(CN)CN.O. The product is [N:5]1[C:4]2[S:8][C:9]3[CH2:14][CH2:13][CH2:12][CH2:11][C:10]=3[C:3]=2[C:2]([CH:2]([NH2:7])[CH2:3][CH2:4][NH2:5])=[N:7][CH:6]=1. The yield is 0.520.